Task: Predict the reactants needed to synthesize the given product.. Dataset: Full USPTO retrosynthesis dataset with 1.9M reactions from patents (1976-2016) (1) Given the product [OH:8][C:9]1[C:14](=[O:15])[C:13]([CH2:16][C:17]([F:20])([F:18])[F:19])=[CH:12][N:11]([CH3:21])[C:10]=1[CH3:22], predict the reactants needed to synthesize it. The reactants are: C([O:8][C:9]1[C:14](=[O:15])[C:13]([CH2:16][C:17]([F:20])([F:19])[F:18])=[CH:12][N:11]([CH3:21])[C:10]=1[CH3:22])C1C=CC=CC=1.[H][H]. (2) Given the product [Cl:32][CH2:7][C:8](=[O:30])[C@@H:9]1[C@:26]2([CH3:27])[C@H:12]([C@H:13]3[C:23](=[CH:24][CH2:25]2)[C@:21]2([CH3:22])[C:16](=[CH:17][C:18](=[O:28])[CH:19]=[CH:20]2)[CH2:15][CH2:14]3)[CH2:11][C@H:10]1[CH3:29], predict the reactants needed to synthesize it. The reactants are: CS(Cl)(=O)=O.C[CH:7](O)[C:8](=[O:30])[C@@H:9]1[C@:26]2([CH3:27])[C@H:12]([C@H:13]3[C:23](=[CH:24][CH2:25]2)[C@:21]2([CH3:22])[C:16](=[CH:17][C:18](=[O:28])[CH:19]=[CH:20]2)[CH2:15][CH2:14]3)[CH2:11][C@H:10]1[CH3:29].[ClH:32]. (3) Given the product [Cl:1][C:2]1[N:3]=[C:4]([NH:21][CH2:20][CH2:19][CH2:18][N:15]2[CH2:16][CH2:17][O:12][CH2:13][CH2:14]2)[C:5]2[CH:10]=[CH:9][NH:8][C:6]=2[N:7]=1, predict the reactants needed to synthesize it. The reactants are: [Cl:1][C:2]1[N:3]=[C:4](Cl)[C:5]2[CH:10]=[CH:9][NH:8][C:6]=2[N:7]=1.[O:12]1[CH2:17][CH2:16][N:15]([CH2:18][CH2:19][CH2:20][NH2:21])[CH2:14][CH2:13]1.C(N(CC)CC)C. (4) Given the product [N:1]1[CH:6]=[CH:5][CH:4]=[CH:3][C:2]=1[CH2:7][O:8][C:9]1[CH:17]=[CH:16][C:12]([C:13]([Cl:20])=[O:14])=[CH:11][CH:10]=1, predict the reactants needed to synthesize it. The reactants are: [N:1]1[CH:6]=[CH:5][CH:4]=[CH:3][C:2]=1[CH2:7][O:8][C:9]1[CH:17]=[CH:16][C:12]([C:13](O)=[O:14])=[CH:11][CH:10]=1.O=S(Cl)[Cl:20]. (5) Given the product [CH3:40][O:39][N:38]([CH3:37])[C:21]([CH:18]1[CH2:17][CH2:16][N:15]([C:12]2[CH:11]=[CH:10][C:9]([NH:8][C:6](=[O:7])[O:5][C:1]([CH3:3])([CH3:4])[CH3:2])=[CH:14][CH:13]=2)[CH2:20][CH2:19]1)=[O:23], predict the reactants needed to synthesize it. The reactants are: [C:1]([O:5][C:6]([NH:8][C:9]1[CH:14]=[CH:13][C:12]([N:15]2[CH2:20][CH2:19][CH:18]([C:21]([OH:23])=O)[CH2:17][CH2:16]2)=[CH:11][CH:10]=1)=[O:7])([CH3:4])([CH3:3])[CH3:2].C(N1C=CN=C1)(N1C=CN=C1)=O.Cl.[CH3:37][NH:38][O:39][CH3:40].